From a dataset of Catalyst prediction with 721,799 reactions and 888 catalyst types from USPTO. Predict which catalyst facilitates the given reaction. (1) Reactant: [O:1]1[C:5]([C:6]([OH:8])=O)=[CH:4][N:3]=[CH:2]1.CN(C(ON1N=NC2C=CC=CC1=2)=[N+](C)C)C.[B-](F)(F)(F)F.C(N(CC)CC)C.[NH2:38][C:39]1[CH:47]=[CH:46][CH:45]=[C:44]2[C:40]=1[C:41]([C:52]([N:54]1[CH2:59][CH2:58][CH:57]([C:60]3[CH:61]=[C:62]([CH:71]=[CH:72][C:73]=3[F:74])[CH2:63][NH:64][C:65](=[O:70])[C:66]([F:69])([F:68])[F:67])[CH2:56][CH2:55]1)=[O:53])=[CH:42][N:43]2[CH2:48][CH2:49][O:50][CH3:51]. Product: [F:74][C:73]1[CH:72]=[CH:71][C:62]([CH2:63][NH:64][C:65](=[O:70])[C:66]([F:69])([F:68])[F:67])=[CH:61][C:60]=1[CH:57]1[CH2:56][CH2:55][N:54]([C:52]([C:41]2[C:40]3[C:44](=[CH:45][CH:46]=[CH:47][C:39]=3[NH:38][C:6]([C:5]3[O:1][CH:2]=[N:3][CH:4]=3)=[O:8])[N:43]([CH2:48][CH2:49][O:50][CH3:51])[CH:42]=2)=[O:53])[CH2:59][CH2:58]1. The catalyst class is: 31. (2) Reactant: [CH2:1]([N:8]1[C:12]2[C:13](=[O:39])[N:14]([CH3:38])[C:15]([CH:28]([O:33][C:34]([CH3:37])([CH3:36])[CH3:35])[C:29]([O:31]C)=[O:30])=[C:16]([C:17]3[C:18]([CH3:27])=[C:19]4[C:24](=[CH:25][CH:26]=3)[O:23][CH2:22][CH2:21][CH2:20]4)[C:11]=2[CH:10]=[CH:9]1)C1C=CC=CC=1.[OH-].[Na+].Cl.C[Si]([N-][Si](C)(C)C)(C)C.[K+].CI.C(=O)([O-])[O-].[K+].[K+]. Product: [C:34]([O:33][CH:28]([C:15]1[N:14]([CH3:38])[C:13](=[O:39])[C:12]2[N:8]([CH3:1])[CH:9]=[CH:10][C:11]=2[C:16]=1[C:17]1[C:18]([CH3:27])=[C:19]2[C:24](=[CH:25][CH:26]=1)[O:23][CH2:22][CH2:21][CH2:20]2)[C:29]([OH:31])=[O:30])([CH3:37])([CH3:36])[CH3:35]. The catalyst class is: 193. (3) Reactant: [Cl-].O[NH3+:3].[C:4](=[O:7])([O-])[OH:5].[Na+].CS(C)=O.[Si]([O:20][CH2:21][C:22]([CH3:54])([CH3:53])[CH2:23][N:24]1[C:29](=[O:30])[C:28]([CH2:31][C:32]2[CH:37]=[CH:36][C:35]([C:38]3[C:39]([C:44]#[N:45])=[CH:40][CH:41]=[CH:42][CH:43]=3)=[CH:34][CH:33]=2)=[C:27]([CH2:46][CH2:47][CH3:48])[N:26]2[N:49]=[C:50]([CH3:52])[N:51]=[C:25]12)(C(C)(C)C)(C)C. Product: [OH:20][CH2:21][C:22]([CH3:53])([CH3:54])[CH2:23][N:24]1[C:29](=[O:30])[C:28]([CH2:31][C:32]2[CH:33]=[CH:34][C:35]([C:38]3[CH:43]=[CH:42][CH:41]=[CH:40][C:39]=3[C:44]3[NH:45][C:4](=[O:7])[O:5][N:3]=3)=[CH:36][CH:37]=2)=[C:27]([CH2:46][CH2:47][CH3:48])[N:26]2[N:49]=[C:50]([CH3:52])[N:51]=[C:25]12. The catalyst class is: 69. (4) Reactant: [CH:1]1([N:4]([CH3:21])[CH:5]2[CH2:14][CH2:13][C:12]([CH3:16])([CH3:15])[C:11]3[CH:10]=[C:9]([C:17]#[CH:18])[CH:8]=[C:7]([O:19][CH3:20])[C:6]2=3)[CH2:3][CH2:2]1.[CH3:22][O:23][C:24](=[O:52])[CH:25]([C:27]1[CH:32]=[CH:31][C:30](C#CC2C=C(C3CC3)C3OC4(CC4)CC(C)(C)C=3C=2)=[CH:29][CH:28]=1)[CH3:26].C(N(CC)CC)C.C(OCC)(=O)C. Product: [CH3:22][O:23][C:24](=[O:52])[CH:25]([C:27]1[CH:28]=[CH:29][C:30]([C:18]#[C:17][C:9]2[CH:8]=[C:7]([O:19][CH3:20])[C:6]3[CH:5]([N:4]([CH:1]4[CH2:3][CH2:2]4)[CH3:21])[CH2:14][CH2:13][C:12]([CH3:15])([CH3:16])[C:11]=3[CH:10]=2)=[CH:31][CH:32]=1)[CH3:26]. The catalyst class is: 730.